From a dataset of Full USPTO retrosynthesis dataset with 1.9M reactions from patents (1976-2016). Predict the reactants needed to synthesize the given product. (1) Given the product [Si:13]([O:30][CH2:31][CH2:32][C:33]([CH3:36])([CH3:37])[CH2:34][N:61]1[C:57](=[O:67])[C:58]2[C:59](=[CH:63][CH:64]=[CH:65][CH:66]=2)[C:60]1=[O:62])([C:26]([CH3:27])([CH3:28])[CH3:29])([C:14]1[CH:15]=[CH:16][CH:17]=[CH:18][CH:19]=1)[C:20]1[CH:25]=[CH:24][CH:23]=[CH:22][CH:21]=1, predict the reactants needed to synthesize it. The reactants are: N(C(OCC)=O)=NC(OCC)=O.[Si:13]([O:30][CH2:31][CH2:32][C:33]([CH3:37])([CH3:36])[CH2:34]O)([C:26]([CH3:29])([CH3:28])[CH3:27])([C:20]1[CH:25]=[CH:24][CH:23]=[CH:22][CH:21]=1)[C:14]1[CH:19]=[CH:18][CH:17]=[CH:16][CH:15]=1.C1(P(C2C=CC=CC=2)C2C=CC=CC=2)C=CC=CC=1.[C:57]1(=[O:67])[NH:61][C:60](=[O:62])[C:59]2=[CH:63][CH:64]=[CH:65][CH:66]=[C:58]12.[Cl-].[Na+]. (2) Given the product [C:6]([O:10][C:11]([NH:13][CH:14]([CH:15]([OH:21])[CH2:16][OH:17])[C:22]([NH:23][O:24][CH2:25][C:26]1[CH:31]=[CH:30][CH:29]=[CH:28][CH:27]=1)=[O:32])=[O:12])([CH3:9])([CH3:7])[CH3:8], predict the reactants needed to synthesize it. The reactants are: P(=O)(O)(O)O.[C:6]([O:10][C:11]([NH:13][CH:14]([C:22](=[O:32])[NH:23][O:24][CH2:25][C:26]1[CH:31]=[CH:30][CH:29]=[CH:28][CH:27]=1)[CH:15]([OH:21])[C:16](OCC)=[O:17])=[O:12])([CH3:9])([CH3:8])[CH3:7].C(C(C(C(OCC)=O)O)O)(OCC)=O.[BH4-].[Na+].[Na+].[Cl-]. (3) The reactants are: [Br:1][C:2]1[CH:7]=[CH:6][C:5]([Cl:8])=[CH:4][C:3]=1[C@H:9]([NH:11][S@](C(C)(C)C)=O)[CH3:10].Cl. Given the product [Br:1][C:2]1[CH:7]=[CH:6][C:5]([Cl:8])=[CH:4][C:3]=1[C@H:9]([NH2:11])[CH3:10], predict the reactants needed to synthesize it. (4) The reactants are: [Br:1][C:2]1[CH:10]=[C:9]([Cl:11])[C:8]([CH2:12]Br)=[CH:7][C:3]=1[N:4]([CH3:6])[CH3:5].[C-:14]#[N:15].[K+].O. Given the product [Br:1][C:2]1[C:3]([N:4]([CH3:6])[CH3:5])=[CH:7][C:8]([CH2:12][C:14]#[N:15])=[C:9]([Cl:11])[CH:10]=1, predict the reactants needed to synthesize it. (5) The reactants are: Br[C:2]1[CH:3]=[CH:4][C:5]2[N:6]([N:8]=[C:9]([NH:11][C:12](=[O:14])[CH3:13])[N:10]=2)[CH:7]=1.[B:15]1([B:15]2[O:19][C:18]([CH3:21])([CH3:20])[C:17]([CH3:23])([CH3:22])[O:16]2)[O:19][C:18]([CH3:21])([CH3:20])[C:17]([CH3:23])([CH3:22])[O:16]1.C([O-])(=O)C.[K+].C(Cl)Cl. Given the product [CH3:22][C:17]1([CH3:23])[C:18]([CH3:21])([CH3:20])[O:19][B:15]([C:2]2[CH:3]=[CH:4][C:5]3[N:6]([N:8]=[C:9]([NH:11][C:12](=[O:14])[CH3:13])[N:10]=3)[CH:7]=2)[O:16]1, predict the reactants needed to synthesize it. (6) Given the product [Cl:1][C:2]1[CH:8]=[CH:7][C:5]([NH:6][CH2:17][CH2:16][S:13]([CH3:12])(=[O:15])=[O:14])=[C:4]([N+:9]([O-:11])=[O:10])[CH:3]=1, predict the reactants needed to synthesize it. The reactants are: [Cl:1][C:2]1[CH:8]=[CH:7][C:5]([NH2:6])=[C:4]([N+:9]([O-:11])=[O:10])[CH:3]=1.[CH3:12][S:13]([CH:16]=[CH2:17])(=[O:15])=[O:14].C(=O)([O-])[O-].[Cs+].[Cs+]. (7) Given the product [Cl:74][C:69]1[CH:70]=[CH:71][CH:72]=[CH:73][C:68]=1[O:67][CH:64]1[CH2:63][CH2:62][N:61]([C:59](=[O:60])[CH2:58][NH:57][C:23]([C:21]2[N:20]=[N:19][N:18]([C:13]3[CH:14]=[C:15]([F:17])[CH:16]=[C:11]([F:10])[CH:12]=3)[CH:22]=2)=[O:25])[CH2:66][CH2:65]1, predict the reactants needed to synthesize it. The reactants are: CCN(C(C)C)C(C)C.[F:10][C:11]1[CH:12]=[C:13]([N:18]2[CH:22]=[C:21]([C:23]([OH:25])=O)[N:20]=[N:19]2)[CH:14]=[C:15]([F:17])[CH:16]=1.FC1C=C(C=C(F)C=1)N.C1C=CC2N(O)N=NC=2C=1.CCN=C=NCCCN(C)C.Cl.[NH2:57][CH2:58][C:59]([N:61]1[CH2:66][CH2:65][CH:64]([O:67][C:68]2[CH:73]=[CH:72][CH:71]=[CH:70][C:69]=2[Cl:74])[CH2:63][CH2:62]1)=[O:60]. (8) Given the product [Cl:15][C:5]1[C:6]([NH:8][C:9]2[CH:13]=[C:12]([CH3:14])[NH:11][N:10]=2)=[N:7][C:2]([NH:19][C:18]2[CH:20]=[C:21]([CH3:30])[C:22]([CH:24]3[CH2:29][CH2:28][CH2:27][CH2:26][NH:25]3)=[CH:23][C:17]=2[CH3:16])=[N:3][CH:4]=1, predict the reactants needed to synthesize it. The reactants are: Cl[C:2]1[N:7]=[C:6]([NH:8][C:9]2[CH:13]=[C:12]([CH3:14])[NH:11][N:10]=2)[C:5]([Cl:15])=[CH:4][N:3]=1.[CH3:16][C:17]1[CH:23]=[C:22]([CH:24]2[CH2:29][CH2:28][CH2:27][CH2:26][NH:25]2)[C:21]([CH3:30])=[CH:20][C:18]=1[NH2:19].